Dataset: Full USPTO retrosynthesis dataset with 1.9M reactions from patents (1976-2016). Task: Predict the reactants needed to synthesize the given product. (1) Given the product [CH:1]1([N:6]2[C:11](=[O:12])[C:10]([N:77]3[CH2:74][CH2:76][CH2:82][C:80]3=[O:29])=[CH:9][C:8]([C:19]([NH:46][C@@H:47]([CH2:67][C:68]3[CH:69]=[CH:70][CH:71]=[CH:72][CH:73]=3)[C@H:48]([OH:66])[CH2:49][NH:50][C@H:51]3[C:60]4[C:55](=[CH:56][CH:57]=[C:58]([O:61][CH3:62])[CH:59]=4)[C:54](=[O:63])[C:53]([CH3:64])([CH3:65])[CH2:52]3)=[O:21])=[CH:7]2)[CH2:2][CH2:3][CH2:4][CH2:5]1, predict the reactants needed to synthesize it. The reactants are: [CH:1]1([N:6]2[C:11](=[O:12])[C:10](C3C=CC=CN=3)=[CH:9][C:8]([C:19]([OH:21])=O)=[CH:7]2)[CH2:5][CH2:4][CH2:3][CH2:2]1.CN(C([O:29]N1N=NC2C=CC=NC1=2)=[N+](C)C)C.F[P-](F)(F)(F)(F)F.[NH2:46][C@@H:47]([CH2:67][C:68]1[CH:73]=[CH:72][CH:71]=[CH:70][CH:69]=1)[C@H:48]([OH:66])[CH2:49][NH:50][CH:51]1[C:60]2[C:55](=[CH:56][CH:57]=[C:58]([O:61][CH3:62])[CH:59]=2)[C:54](=[O:63])[C:53]([CH3:65])([CH3:64])[CH2:52]1.[CH:74]([N:77]([CH:80]([CH3:82])C)CC)([CH3:76])C. (2) Given the product [Br:1][C:2]1[S:3][CH:4]=[C:5]([C:7]([N:10]2[CH:19]3[CH:14]([CH2:15][CH2:16][CH2:17][CH2:18]3)[CH2:13][CH2:12][CH2:11]2)=[O:9])[N:6]=1, predict the reactants needed to synthesize it. The reactants are: [Br:1][C:2]1[S:3][CH:4]=[C:5]([C:7]([OH:9])=O)[N:6]=1.[NH:10]1[CH:19]2[CH:14]([CH2:15][CH2:16][CH2:17][CH2:18]2)[CH2:13][CH2:12][CH2:11]1.CCN(C(C)C)C(C)C.C1CN([P+](Br)(N2CCCC2)N2CCCC2)CC1.F[P-](F)(F)(F)(F)F. (3) Given the product [CH:3]1([N:6]2[CH2:11][CH2:10][NH:9][CH2:8][CH2:7]2)[CH2:5][CH2:4]1, predict the reactants needed to synthesize it. The reactants are: Cl.Cl.[CH:3]1([N:6]2[CH2:11][CH2:10][NH:9][CH2:8][CH2:7]2)[CH2:5][CH2:4]1.CO. (4) Given the product [CH3:12][CH:11]([CH3:13])[C@H:10]([N:14]([C:33](=[O:39])[CH2:34][CH2:35][C:36](=[O:38])[CH3:37])[CH2:15][C:16]1[CH:17]=[CH:18][C:19]([C:22]2[CH:27]=[CH:26][CH:25]=[CH:24][C:23]=2[C:28]2[NH:32][N:31]=[N:30][N:29]=2)=[CH:20][CH:21]=1)[C:9]([OH:40])=[O:8], predict the reactants needed to synthesize it. The reactants are: C([O:8][C:9](=[O:40])[C@@H:10]([N:14]([C:33](=[O:39])[CH2:34][CH2:35][C:36](=[O:38])[CH3:37])[CH2:15][C:16]1[CH:21]=[CH:20][C:19]([C:22]2[CH:27]=[CH:26][CH:25]=[CH:24][C:23]=2[C:28]2[NH:32][N:31]=[N:30][N:29]=2)=[CH:18][CH:17]=1)[CH:11]([CH3:13])[CH3:12])C1C=CC=CC=1. (5) The reactants are: C[O:2][CH:3]=[C:4]1[CH2:8][CH2:7][C:6]2([CH2:14][CH2:13][CH:12]=[CH:11][CH2:10][CH2:9]2)[CH2:5]1.Cl.O. Given the product [CH2:5]1[C:6]2([CH2:14][CH2:13][CH:12]=[CH:11][CH2:10][CH2:9]2)[CH2:7][CH2:8][CH:4]1[CH:3]=[O:2], predict the reactants needed to synthesize it. (6) Given the product [CH:31]([N:18]1[CH2:19][CH2:20][CH2:21][CH2:22][CH:17]1[C:15]([NH:14][C:5]1[CH:6]=[CH:7][C:8]([C:9]2[O:13][CH:12]=[N:11][CH:10]=2)=[C:3]([O:2][CH3:1])[CH:4]=1)=[O:16])([CH3:33])[CH3:32], predict the reactants needed to synthesize it. The reactants are: [CH3:1][O:2][C:3]1[CH:4]=[C:5]([NH:14][C:15]([CH:17]2[CH2:22][CH2:21][CH2:20][CH2:19][NH:18]2)=[O:16])[CH:6]=[CH:7][C:8]=1[C:9]1[O:13][CH:12]=[N:11][CH:10]=1.C(N(CC)CC)C.I[CH:31]([CH3:33])[CH3:32]. (7) Given the product [CH2:1]([S:3][C:4]1[CH:9]=[CH:8][CH:7]=[CH:6][C:5]=1[C:14]1[C:23]([CH3:24])=[N:22][C:21]2[C:16](=[CH:17][CH:18]=[C:19]([C:25]([F:26])([F:27])[F:28])[CH:20]=2)[N:15]=1)[CH3:2], predict the reactants needed to synthesize it. The reactants are: [CH2:1]([S:3][C:4]1[CH:9]=[CH:8][CH:7]=[CH:6][C:5]=1B(O)O)[CH3:2].Cl[C:14]1[C:23]([CH3:24])=[N:22][C:21]2[C:16](=[CH:17][CH:18]=[C:19]([C:25]([F:28])([F:27])[F:26])[CH:20]=2)[N:15]=1.P([O-])([O-])([O-])=O.[K+].[K+].[K+].O1CCOCC1.